This data is from NCI-60 drug combinations with 297,098 pairs across 59 cell lines. The task is: Regression. Given two drug SMILES strings and cell line genomic features, predict the synergy score measuring deviation from expected non-interaction effect. Synergy scores: CSS=20.9, Synergy_ZIP=-4.79, Synergy_Bliss=-2.41, Synergy_Loewe=-15.2, Synergy_HSA=0.496. Drug 1: C1CC(=O)NC(=O)C1N2CC3=C(C2=O)C=CC=C3N. Drug 2: C1CCC(C(C1)N)N.C(=O)(C(=O)[O-])[O-].[Pt+4]. Cell line: IGROV1.